This data is from Peptide-MHC class I binding affinity with 185,985 pairs from IEDB/IMGT. The task is: Regression. Given a peptide amino acid sequence and an MHC pseudo amino acid sequence, predict their binding affinity value. This is MHC class I binding data. (1) The peptide sequence is RSCSYKIGHH. The MHC is HLA-A31:01 with pseudo-sequence HLA-A31:01. The binding affinity (normalized) is 0.474. (2) The peptide sequence is RQIPTAFEF. The MHC is Mamu-B3901 with pseudo-sequence Mamu-B3901. The binding affinity (normalized) is 0.639.